Dataset: Full USPTO retrosynthesis dataset with 1.9M reactions from patents (1976-2016). Task: Predict the reactants needed to synthesize the given product. (1) Given the product [C:7]([O:12][C@@H:13]([O:17][C:18]([CH3:20])=[S:19])[CH2:14][CH2:15][CH3:16])(=[O:11])[CH2:8][CH2:9][CH3:10], predict the reactants needed to synthesize it. The reactants are: COC(C)(C)C.[C:7]([O:12][CH:13]([O:17][C:18]([CH3:20])=[S:19])[CH2:14][CH2:15][CH3:16])(=[O:11])[CH2:8][CH2:9][CH3:10]. (2) Given the product [Cl:24][C:2]1[C:3](=[O:20])[N:4]([C:14]2[CH:19]=[CH:18][CH:17]=[CH:16][CH:15]=2)[C:5](=[O:13])[C:6]=1[C:7]1[CH:12]=[CH:11][CH:10]=[CH:9][CH:8]=1, predict the reactants needed to synthesize it. The reactants are: O[C:2]1[C:3](=[O:20])[N:4]([C:14]2[CH:19]=[CH:18][CH:17]=[CH:16][CH:15]=2)[C:5](=[O:13])[C:6]=1[C:7]1[CH:12]=[CH:11][CH:10]=[CH:9][CH:8]=1.C(Cl)(=O)C([Cl:24])=O. (3) Given the product [ClH:1].[CH:9]1[CH:8]=[CH:7][CH:6]=[C:5]2[C:10]=1[C:11]1[N:15]3[CH2:16][CH2:17][NH:18][CH2:19][C:14]3=[N:13][C:12]=1[C:3]([NH2:2])=[N:4]2, predict the reactants needed to synthesize it. The reactants are: [ClH:1].[NH2:2][C:3]1[C:12]2[N:13]=[C:14]3[CH2:19][N:18](C(OC(C)(C)C)=O)[CH2:17][CH2:16][N:15]3[C:11]=2[C:10]2[C:5](=[CH:6][CH:7]=[CH:8][CH:9]=2)[N:4]=1. (4) Given the product [C:3]([NH:1][NH2:2])([O:5][CH2:6][CH:7]1[C:19]2[C:14](=[CH:15][CH:16]=[CH:17][CH:18]=2)[C:13]2[C:8]1=[CH:9][CH:10]=[CH:11][CH:12]=2)=[O:4], predict the reactants needed to synthesize it. The reactants are: [NH2:1][NH2:2].[C:3](Cl)([O:5][CH2:6][CH:7]1[C:19]2[C:14](=[CH:15][CH:16]=[CH:17][CH:18]=2)[C:13]2[C:8]1=[CH:9][CH:10]=[CH:11][CH:12]=2)=[O:4]. (5) Given the product [Cl:1][C:2]1[C:3]([N:10]2[CH2:15][CH2:14][O:13][CH2:12][CH2:11]2)=[C:4]([CH2:5][N:19]2[CH2:18][CH2:17][N:16]([C:22]([O:24][C:25]([CH3:28])([CH3:27])[CH3:26])=[O:23])[CH2:21][CH2:20]2)[CH:7]=[CH:8][CH:9]=1, predict the reactants needed to synthesize it. The reactants are: [Cl:1][C:2]1[C:3]([N:10]2[CH2:15][CH2:14][O:13][CH2:12][CH2:11]2)=[C:4]([CH:7]=[CH:8][CH:9]=1)[CH:5]=O.[N:16]1([C:22]([O:24][C:25]([CH3:28])([CH3:27])[CH3:26])=[O:23])[CH2:21][CH2:20][NH:19][CH2:18][CH2:17]1.ClCCCl.C(O[BH-](OC(=O)C)OC(=O)C)(=O)C.[Na+].